Dataset: Reaction yield outcomes from USPTO patents with 853,638 reactions. Task: Predict the reaction yield, written as a fraction of the theoretical maximum amount of product (1.0 means a 100% yield; for example, 0.34 means a 34% yield). (1) The reactants are [CH2:1]([O:8][C:9]1[CH:14]=[CH:13][C:12]([OH:15])=[C:11]([Br:16])[CH:10]=1)[C:2]1[CH:7]=[CH:6][CH:5]=[CH:4][CH:3]=1.N1C=CN=C1.[C:22]([Si:26]([CH3:29])([CH3:28])Cl)([CH3:25])([CH3:24])[CH3:23]. The catalyst is ClCCl. The product is [CH2:1]([O:8][C:9]1[CH:14]=[CH:13][C:12]([O:15][Si:26]([C:22]([CH3:25])([CH3:24])[CH3:23])([CH3:29])[CH3:28])=[C:11]([Br:16])[CH:10]=1)[C:2]1[CH:3]=[CH:4][CH:5]=[CH:6][CH:7]=1. The yield is 0.990. (2) The reactants are Cl.[Cl:2][C:3]1[CH:4]=[C:5]2[C:9](=[CH:10][CH:11]=1)[NH:8][CH:7]=[C:6]2[CH2:12][CH2:13][NH2:14].[CH3:15][C:16]1[O:20][C:19]([C:21]2[CH:26]=[CH:25][CH:24]=[CH:23][CH:22]=2)=[N:18][C:17]=1[C:27](Cl)=[O:28].C(N(CC)CC)C.C(OCC)(=O)C. The catalyst is ClCCl. The product is [Cl:2][C:3]1[CH:4]=[C:5]2[C:9](=[CH:10][CH:11]=1)[NH:8][CH:7]=[C:6]2[CH2:12][CH2:13][NH:14][C:27]([C:17]1[N:18]=[C:19]([C:21]2[CH:26]=[CH:25][CH:24]=[CH:23][CH:22]=2)[O:20][C:16]=1[CH3:15])=[O:28]. The yield is 0.760. (3) The reactants are [CH3:1][CH:2]([CH3:17])[CH2:3][CH2:4][N:5]1[C:10]2[N:11]=[CH:12][CH:13]=[CH:14][C:9]=2[C:8](=[O:15])O[C:6]1=[O:16].[O:18]=[S:19]1(=[O:35])[C:24]2[CH:25]=[CH:26][CH:27]=[CH:28][C:23]=2[NH:22][C:21]([CH2:29]C(OCC)=O)=[N:20]1.[H-].[Na+].C(O)(=O)C. The catalyst is C1COCC1.Cl. The product is [O:35]=[S:19]1(=[O:18])[C:24]2[CH:25]=[CH:26][CH:27]=[CH:28][C:23]=2[NH:22][C:21]([C:29]2[C:6](=[O:16])[N:5]([CH2:4][CH2:3][CH:2]([CH3:1])[CH3:17])[C:10]3[C:9]([C:8]=2[OH:15])=[CH:14][CH:13]=[CH:12][N:11]=3)=[N:20]1. The yield is 0.200. (4) The reactants are [Cl:1][C:2]1[CH:3]=[CH:4][C:5]([S:9]([CH3:11])=O)=[C:6]([CH:8]=1)[NH2:7].[Cl:12][C:13]1[CH:14]=[C:15]([S:20](Cl)(=[O:22])=[O:21])[CH:16]=[CH:17][C:18]=1[Cl:19]. No catalyst specified. The product is [Cl:12][C:13]1[CH:14]=[C:15]([S:20]([NH:7][C:6]2[CH:8]=[C:2]([Cl:1])[CH:3]=[CH:4][C:5]=2[S:9][CH3:11])(=[O:21])=[O:22])[CH:16]=[CH:17][C:18]=1[Cl:19]. The yield is 0.210. (5) The reactants are S([O-])(O)(=O)=O.[CH3:6][N+:7]1[CH:11]=[CH:10][N:9]([CH2:12][CH3:13])[CH:8]=1.[C:14]([OH:17])(=[O:16])[CH3:15]. The catalyst is O. The product is [C:14]([O-:17])(=[O:16])[CH3:15].[CH3:6][N+:7]1[CH:11]=[CH:10][N:9]([CH2:12][CH3:13])[CH:8]=1. The yield is 0.880. (6) The reactants are [C:1]([C:5]1[CH:14]=[CH:13][C:8]([C:9]([O:11]C)=[O:10])=[C:7]([O:15][C:16]2[CH:21]=[CH:20][CH:19]=[C:18]([C:22]([F:25])([F:24])[F:23])[N:17]=2)[CH:6]=1)([CH3:4])([CH3:3])[CH3:2].O.[OH-].[Li+].Cl. The catalyst is C1COCC1.O. The product is [C:1]([C:5]1[CH:14]=[CH:13][C:8]([C:9]([OH:11])=[O:10])=[C:7]([O:15][C:16]2[CH:21]=[CH:20][CH:19]=[C:18]([C:22]([F:25])([F:23])[F:24])[N:17]=2)[CH:6]=1)([CH3:4])([CH3:2])[CH3:3]. The yield is 0.950. (7) The product is [Cl:1][C:2]1[CH:3]=[C:4]([NH:10][C:11]([C:13]2[C:14]3[C:15](=[CH:38][C:35]4[NH:34][C:33]([CH3:40])=[C:32]([C:30](=[O:31])[NH:29][CH2:28][CH2:27][CH2:26][N:25]([CH2:41][CH3:42])[CH2:23][CH3:24])[C:36]=4[CH3:37])[C:16](=[O:22])[NH:17][C:18]=3[CH:19]=[CH:20][CH:21]=2)=[O:12])[CH:5]=[CH:6][C:7]=1[O:8][CH3:9]. The reactants are [Cl:1][C:2]1[CH:3]=[C:4]([NH:10][C:11]([C:13]2[C:14]3[CH2:15][C:16](=[O:22])[NH:17][C:18]=3[CH:19]=[CH:20][CH:21]=2)=[O:12])[CH:5]=[CH:6][C:7]=1[O:8][CH3:9].[CH2:23]([N:25]([CH2:41][CH3:42])[CH2:26][CH2:27][CH2:28][NH:29][C:30]([C:32]1[C:36]([CH3:37])=[C:35]([CH:38]=O)[NH:34][C:33]=1[CH3:40])=[O:31])[CH3:24]. The yield is 0.850. No catalyst specified. (8) The reactants are [CH3:1][O:2][CH:3]([CH3:19])[CH:4]([N:6]1[C:10]2=[N:11][CH:12]=[CH:13][CH:14]=[C:9]2[C:8]([C:15]([OH:17])=O)=[C:7]1[CH3:18])[CH3:5].Cl.[NH2:21][CH2:22][C:23]1[C:24](=[O:32])[NH:25][C:26]([CH3:31])=[CH:27][C:28]=1[O:29][CH3:30].CN(C(ON1N=NC2C=CC=NC1=2)=[N+](C)C)C.F[P-](F)(F)(F)(F)F. The catalyst is CN(C=O)C.[Cl-].[Na+].O. The product is [CH3:30][O:29][C:28]1[CH:27]=[C:26]([CH3:31])[NH:25][C:24](=[O:32])[C:23]=1[CH2:22][NH:21][C:15]([C:8]1[C:9]2[C:10](=[N:11][CH:12]=[CH:13][CH:14]=2)[N:6]([CH:4]([CH:3]([O:2][CH3:1])[CH3:19])[CH3:5])[C:7]=1[CH3:18])=[O:17]. The yield is 0.950. (9) The reactants are [Br:1][C:2]1[CH:3]=[C:4]2[C:9](=[CH:10][CH:11]=1)[N:8]=[CH:7][C:6]([C:12](=[O:15])[CH2:13][CH3:14])=[C:5]2O.P(Cl)(Cl)([Cl:19])=O.C(=O)(O)[O-].[Na+]. The catalyst is [OH-].[Na+]. The product is [Br:1][C:2]1[CH:3]=[C:4]2[C:9](=[CH:10][CH:11]=1)[N:8]=[CH:7][C:6]([C:12](=[O:15])[CH2:13][CH3:14])=[C:5]2[Cl:19]. The yield is 0.960. (10) The reactants are [CH:1]([N:4]1[C:8]([C:9]2[N:18]=[C:17]3[N:11]([CH2:12][CH2:13][O:14][C:15]4[CH:22]=[C:21](/[CH:23]=[CH:24]/[S:25]([NH2:28])(=[O:27])=[O:26])[CH:20]=[CH:19][C:16]=43)[CH:10]=2)=[N:7][CH:6]=[N:5]1)([CH3:3])[CH3:2]. The catalyst is C(Cl)Cl.[Pd]. The product is [CH:1]([N:4]1[C:8]([C:9]2[N:18]=[C:17]3[C:16]4[CH:19]=[CH:20][C:21]([CH2:23][CH2:24][S:25]([NH2:28])(=[O:26])=[O:27])=[CH:22][C:15]=4[O:14][CH2:13][CH2:12][N:11]3[CH:10]=2)=[N:7][CH:6]=[N:5]1)([CH3:3])[CH3:2]. The yield is 0.490.